Dataset: Catalyst prediction with 721,799 reactions and 888 catalyst types from USPTO. Task: Predict which catalyst facilitates the given reaction. Reactant: [Cl:1][C:2]1[CH:7]=[CH:6][C:5]([C:8]2[C:17]([N:18]([CH:20]([CH3:22])[CH3:21])[CH3:19])=[N:16][C:15]3[C:10](=[CH:11][CH:12]=[C:13]([C:23]([O:25]C)=[O:24])[CH:14]=3)[N:9]=2)=[CH:4][CH:3]=1.[OH-].[Na+]. Product: [Cl:1][C:2]1[CH:3]=[CH:4][C:5]([C:8]2[C:17]([N:18]([CH:20]([CH3:22])[CH3:21])[CH3:19])=[N:16][C:15]3[C:10](=[CH:11][CH:12]=[C:13]([C:23]([OH:25])=[O:24])[CH:14]=3)[N:9]=2)=[CH:6][CH:7]=1. The catalyst class is: 24.